Task: Predict the product of the given reaction.. Dataset: Forward reaction prediction with 1.9M reactions from USPTO patents (1976-2016) (1) Given the reactants [CH3:1][O:2][C:3]1[C:4]([NH:15][C:16](=[O:20])OCC)=[N:5][C:6]2[C:11]([N:12]=1)=[CH:10][C:9]([O:13][CH3:14])=[CH:8][CH:7]=2.[CH3:21][O:22][C:23]1[CH:24]=[C:25]([N:33]2[CH2:38][CH2:37][NH:36][CH2:35][CH2:34]2)[CH:26]=[C:27]([O:31][CH3:32])[C:28]=1[O:29][CH3:30], predict the reaction product. The product is: [CH3:1][O:2][C:3]1[C:4]([NH:15][C:16]([N:36]2[CH2:35][CH2:34][N:33]([C:25]3[CH:24]=[C:23]([O:22][CH3:21])[C:28]([O:29][CH3:30])=[C:27]([O:31][CH3:32])[CH:26]=3)[CH2:38][CH2:37]2)=[O:20])=[N:5][C:6]2[C:11]([N:12]=1)=[CH:10][C:9]([O:13][CH3:14])=[CH:8][CH:7]=2. (2) Given the reactants O[CH:2]=[C:3]1[C:11]2[C:6](=[CH:7][C:8]([C:12]([C:14]3[CH:19]=[CH:18][C:17]([NH:20][C:21]([C:23]4[N:24]([CH3:29])[N:25]=[C:26]([CH3:28])[CH:27]=4)=[O:22])=[CH:16][CH:15]=3)=[O:13])=[CH:9][CH:10]=2)[NH:5][C:4]1=[O:30].[NH2:31][C:32]1[CH:33]=[CH:34][C:35]([O:39][CH3:40])=[C:36]([OH:38])[CH:37]=1, predict the reaction product. The product is: [OH:38][C:36]1[CH:37]=[C:32]([NH:31][CH:2]=[C:3]2[C:11]3[C:6](=[CH:7][C:8]([C:12]([C:14]4[CH:15]=[CH:16][C:17]([NH:20][C:21]([C:23]5[N:24]([CH3:29])[N:25]=[C:26]([CH3:28])[CH:27]=5)=[O:22])=[CH:18][CH:19]=4)=[O:13])=[CH:9][CH:10]=3)[NH:5][C:4]2=[O:30])[CH:33]=[CH:34][C:35]=1[O:39][CH3:40].